From a dataset of Catalyst prediction with 721,799 reactions and 888 catalyst types from USPTO. Predict which catalyst facilitates the given reaction. (1) Reactant: CS(C)=O.[H-].[Na+].[I-].[CH3:8][S+](C)C.[C:12]([C:15]1[CH:20]=[CH:19][CH:18]=[CH:17][CH:16]=1)(=[O:14])[CH3:13]. Product: [CH3:13][C:12]1([C:15]2[CH:20]=[CH:19][CH:18]=[CH:17][CH:16]=2)[CH2:8][O:14]1. The catalyst class is: 1. (2) Reactant: [F:1][C:2]1[CH:7]=[C:6]([NH:8][C:9](OCC2C=CC=CC=2)=O)[CH:5]=[CH:4][C:3]=1[C:19]1[CH2:20][CH2:21][S:22][CH2:23][CH:24]=1.C([Li])CCC.[C:30]([O:35][CH2:36][C@@H:37]1[O:39]C1)(=[O:34])CCC.C(=O)(O)[O-].[Na+]. Product: [S:22]1[CH2:21][CH:20]=[C:19]([C:3]2[CH:4]=[CH:5][C:6]([N:8]3[CH2:9][C@H:36]([CH2:37][OH:39])[O:35][C:30]3=[O:34])=[CH:7][C:2]=2[F:1])[CH2:24][CH2:23]1. The catalyst class is: 83. (3) Reactant: [Br:1]N1C(=O)CCC1=O.[Cl:9][C:10]1[C:11]2[CH:18]=[CH:17][NH:16][C:12]=2[N:13]=[CH:14][N:15]=1. Product: [Br:1][C:18]1[C:11]2[C:10]([Cl:9])=[N:15][CH:14]=[N:13][C:12]=2[NH:16][CH:17]=1. The catalyst class is: 4.